This data is from Experimentally validated miRNA-target interactions with 360,000+ pairs, plus equal number of negative samples. The task is: Binary Classification. Given a miRNA mature sequence and a target amino acid sequence, predict their likelihood of interaction. (1) The miRNA is hsa-miR-4678 with sequence AAGGUAUUGUUCAGACUUAUGA. The protein sequence of the target gene is MHPSNPKVRSSPSGNTQSSPKSKQEVMVRPPTVMSPSGNPQLDSKFSNQGKPGGSASQSQPSPCDSKSGGHTPKALPGPGGSMGLKNGAGNGAKGKGKRERSISADSFDQRDPGTPNDDSDIKECNSADHIKSQESQHTPHSMTPSTATAPRSSTPSHGQTPAPEPISAQKTPAKVVYVFSTEMANKAAEAVLKGQVETIVSFHIQNISNSKSERSTAPLNTQIPTLRNDPKPLPQQPPAPANQDQNSSQNARLQPTPPIQAPAPKPTAAPRPLDRESPGVENKLIPPVGSPGSSTPLPP.... Result: 0 (no interaction). (2) The miRNA is hsa-miR-6806-3p with sequence UGAAGCUCUGACAUUCCUGCAG. The protein sequence of the target gene is MAARCVRLARRSLPALALSFRPSPRLLCTATKQKNNGQNLEEDLGHCEPKTDPSSADKTLLEEKVKLEEQLKETMEKYKRALADTENLRQRSQKLVEEAKLYGIQGFCKDLLEVADILEKATQSVPKEEVSNNNPHLKSLYEGLVMTEVQIQKVFTKHGLLRLDPIGAKFDPYEHEALFHTPVEGKEPGTVALVSKVGYKLHGRTLRPALVGVVKDA. Result: 0 (no interaction). (3) The miRNA is hsa-miR-190a-3p with sequence CUAUAUAUCAAACAUAUUCCU. Result: 1 (interaction). The protein sequence of the target gene is MDSAITLWQFLLQLLQKPQNKHMICWTSNDGQFKLLQAEEVARLWGIRKNKPNMNYDKLSRALRYYYVKNIIKKVNGQKFVYKFVSYPEILNMDPMTVGRIEGDCESLNFSEVSSSSKDVENGGKDKPPQPGAKTSSRNDYIHSGLYSSFTLNSLNSSNVKLFKLIKTENPAEKLAEKKSPQEPTPSVIKFVTTPSKKPPVEPVAATISIGPSISPSSEETIQALETLVSPKLPSLEAPTSASNVMTAFATTPPISSIPPLQEPPRTPSPPLSSHPDIDTDIDSVASQPMELPENLSLEP.... (4) The miRNA is hsa-miR-6780b-5p with sequence UGGGGAAGGCUUGGCAGGGAAGA. The protein sequence of the target gene is MAHKYVGLQYHGSVTFEDVAIAFSQQEWESLDSSQRGLYRDVMLENYRNLVSMGHSRSKPHVIALLEQWKEPEVTVRKDGRRWCTDLQLEDDTIGCKEMPTSENCPSFALHQKISRQKPRECQEYGKTLCQDSKPVQHERIHSSEKPNRCKECGKNFSNGHQLTIHQRLHVGEKPYKYEKCGKAFISGSAFVKHGRIHTGEKPLKCKQCGKTISGSYQLTVHKSIHTGKKPYECGECGKAFLVYGKLTRHQSTHTGEKPFGCEECGKAFSTFSYLVQHQRIHTSEKPYECKECGKAFSTS.... Result: 0 (no interaction). (5) The miRNA is hsa-miR-545-3p with sequence UCAGCAAACAUUUAUUGUGUGC. The protein sequence of the target gene is MTTQEDTTGLHQKTSLWTMSRPGAKKVMNSYFIAGCGPAVCYYAVSWLRQGFSINLTSFGRIPWPHAGVGTCPSPQSWISPFLQSHREHHYAKTSSHSQPSPQSLALCLAYSRCSINICQMTECISLASGCHQALREPGRSEESFWIPATPYISNIFSES. Result: 0 (no interaction). (6) The miRNA is bta-miR-31 with sequence AGGCAAGAUGCUGGCAUAGCU. The protein sequence of the target gene is MFKHLRRWFVTHIFGRSRQRARLVSKDGRCNIEFGNVDAQSRFIFFVDIWTTVLDLKWRYKMTVFITAFLGSWFLFGLLWYVVAYVHKDLPEFYPPDNRTPCVENINGMTSAFLFSLETQVTIGYGFRFVTEQCATAIFLLIFQSILGVIINSFMCGAILAKISRPKKRAKTITFSKNAVISKRGGKLCLLIRVANLRKSLLIGSHIYGKLLKTTITPEGETIILDQTNINFVVDAGNENLFFISPLTIYHIIDHNSPFFHMAAETLSQQDFELVVFLDGTVESTSATCQVRTSYIPEEV.... Result: 0 (no interaction). (7) The miRNA is hsa-miR-299-3p with sequence UAUGUGGGAUGGUAAACCGCUU. The protein sequence of the target gene is MGDPAPARSLDDIDLSALRDPAGIFELVEVVGNGTYGQVYKGRHVKTGQLAAIKVMDVTEDEEEEIKQEINMLKKYSHHRNIATYYGAFIKKSPPGNDDQLWLVMEFCGAGSVTDLVKNTKGNALKEDCIAYICREILRGLAHLHAHKVIHRDIKGQNVLLTENAEVKLVDFGVSAQLDRTVGRRNTFIGTPYWMAPEVIACDENPDATYDYRSDIWSLGITAIEMAEGAPPLCDMHPMRALFLIPRNPPPRLKSKKWSKKFTDFIDTCLIKTYLSRPPTEQLLKFPFIRDQPTERQVRI.... Result: 0 (no interaction). (8) The miRNA is hsa-miR-548d-5p with sequence AAAAGUAAUUGUGGUUUUUGCC. The protein sequence of the target gene is MANVADTKLYDILGVPPGASENELKKAYRKLAKEYHPDKNPNAGDKFKEISFAYEVLSNPEKRELYDRYGEQGLREGSGGGGGMDDIFSHIFGGGLFGFMGNQSRSRNGRRRGEDMMHPLKVSLEDLYNGKTTKLQLSKNVLCSACSGQGGKSGAVQKCSACRGRGVRIMIRQLAPGMVQQMQSVCSDCNGEGEVINEKDRCKKCEGKKVIKEVKILEVHVDKGMKHGQRITFTGEADQAPGVEPGDIVLLLQEKEHEVFQRDGNDLHMTYKIGLVEALCGFQFTFKHLDGRQIVVKYPP.... Result: 0 (no interaction). (9) The miRNA is mmu-miR-712-5p with sequence CUCCUUCACCCGGGCGGUACC. The protein sequence of the target gene is MATALMAVVLRAAAVAPRLRGRGGTGGARRLSCGARRRAARGTSPGRRLSTAWSQPQPPPEEYAGADDVSQSPVAEEPSWVPSPRPPVPHESPEPPSGRSLVQRDIQAFLNQCGASPGEARHWLTQFQTCHHSADKPFAVIEVDEEVLKCQQGVSSLAFALAFLQRMDMKPLVVLGLPAPTAPSGCLSFWEAKAQLAKSCKVLVDALRHNAAAAVPFFGGGSVLRAAEPAPHASYGGIVSVETDLLQWCLESGSIPILCPIGETAARRSVLLDSLEVTASLAKALRPTKIIFLNNTGGLR.... Result: 0 (no interaction).